Task: Predict the reactants needed to synthesize the given product.. Dataset: Full USPTO retrosynthesis dataset with 1.9M reactions from patents (1976-2016) Given the product [Br:23][CH2:24][C:25]([NH:1][C:2]1[CH:7]=[CH:6][C:5]([Br:8])=[CH:4][C:3]=1[C:9](=[O:10])[C:11]1[CH:16]=[CH:15][CH:14]=[CH:13][C:12]=1[F:17])=[O:26], predict the reactants needed to synthesize it. The reactants are: [NH2:1][C:2]1[CH:7]=[CH:6][C:5]([Br:8])=[CH:4][C:3]=1[C:9]([C:11]1[CH:16]=[CH:15][CH:14]=[CH:13][C:12]=1[F:17])=[O:10].C(=O)(O)[O-].[Na+].[Br:23][CH2:24][C:25](Br)=[O:26].